This data is from Forward reaction prediction with 1.9M reactions from USPTO patents (1976-2016). The task is: Predict the product of the given reaction. (1) Given the reactants [NH2:1][C:2]1[CH:30]=[CH:29][C:5]([CH2:6][C@@H:7]([C:26]([OH:28])=[O:27])[NH:8]C(OCC2C3C=CC=CC=3C3C2=CC=CC=3)=O)=[CH:4][CH:3]=1.[C:31](C1NC=CN=1)(C1NC=CN=1)=[O:32].C(N(CC)CC)C.Cl.[C:51]([C:53]1([C:59]2[CH:64]=[CH:63][CH:62]=[CH:61][CH:60]=2)[CH2:58][CH2:57][NH:56][CH2:55][CH2:54]1)#[N:52], predict the reaction product. The product is: [C:51]([C:53]1([C:59]2[CH:64]=[CH:63][CH:62]=[CH:61][CH:60]=2)[CH2:54][CH2:55][N:56]([C:31]([NH:1][C:2]2[CH:3]=[CH:4][C:5]([CH2:6][C@@H:7]([C:26]([OH:28])=[O:27])[NH2:8])=[CH:29][CH:30]=2)=[O:32])[CH2:57][CH2:58]1)#[N:52]. (2) Given the reactants [CH2:1]([O:3][C:4](=[O:20])/[CH:5]=[CH:6]/[C:7]1[CH:12]=[CH:11][N:10]2[CH:13]=[C:14]([C:16]([F:19])([F:18])[F:17])[N:15]=[C:9]2[CH:8]=1)[CH3:2].[O-]S(C(F)(F)F)(=O)=O.F[C:30]1[CH:41]=[CH:40][CH:39]=[CH:38][C:31]=1[CH2:32][S+]1CCCC1, predict the reaction product. The product is: [CH2:1]([O:3][C:4]([C@H:5]1[C@H:6]([C:7]2[CH:12]=[CH:11][N:10]3[CH:13]=[C:14]([C:16]([F:18])([F:19])[F:17])[N:15]=[C:9]3[CH:8]=2)[C@H:32]1[C:31]1[CH:38]=[CH:39][CH:40]=[CH:41][CH:30]=1)=[O:20])[CH3:2]. (3) Given the reactants [CH:1]1([N:7]2[C:11](=[O:12])[C:10]([NH:13][C:14]([C:16]3[C:20]([CH3:21])=[C:19]([C@H:22]4[CH2:27][CH:26]=[C:25]([CH3:28])[CH2:24][O:23]4)[O:18][N:17]=3)=[O:15])=[C:9]([CH3:29])[N:8]2[CH3:30])[CH2:6][CH2:5][CH2:4][CH2:3][CH2:2]1.C1(N2C(=O)C(NC(C3C(C)=C([C@@H]4CC=C(C)CO4)ON=3)=O)=C(C)N2C)CCCCC1, predict the reaction product. The product is: [CH:1]1([N:7]2[C:11](=[O:12])[C:10]([NH:13][C:14]([C:16]3[C:20]([CH3:21])=[C:19]([C@H:22]4[CH2:27][CH2:26][C@@H:25]([CH3:28])[CH2:24][O:23]4)[O:18][N:17]=3)=[O:15])=[C:9]([CH3:29])[N:8]2[CH3:30])[CH2:2][CH2:3][CH2:4][CH2:5][CH2:6]1. (4) Given the reactants [H-].[Al+3].[Li+].[H-].[H-].[H-].[NH:7]1[C:15]2[C:10](=[CH:11][C:12]([O:16][CH2:17][C:18]3[CH:25]=[CH:24][CH:23]=[CH:22][C:19]=3[C:20]#[N:21])=[CH:13][CH:14]=2)[CH:9]=[N:8]1.O.[OH-].[Na+], predict the reaction product. The product is: [NH:7]1[C:15]2[C:10](=[CH:11][C:12]([O:16][CH2:17][C:18]3[CH:25]=[CH:24][CH:23]=[CH:22][C:19]=3[CH2:20][NH2:21])=[CH:13][CH:14]=2)[CH:9]=[N:8]1. (5) The product is: [CH2:14]([O:13][CH2:12][N:4]1[C:5]2[C:10]([Cl:11])=[N:9][CH:8]=[N:7][C:6]=2[C:2]([CH:29]=[O:30])=[CH:3]1)[C:15]1[CH:20]=[CH:19][CH:18]=[CH:17][CH:16]=1. Given the reactants Br[C:2]1[C:6]2[N:7]=[CH:8][N:9]=[C:10]([Cl:11])[C:5]=2[N:4]([CH2:12][O:13][CH2:14][C:15]2[CH:20]=[CH:19][CH:18]=[CH:17][CH:16]=2)[CH:3]=1.[Li+].CCC[CH2-].CN([CH:29]=[O:30])C.O, predict the reaction product.